Dataset: Peptide-MHC class I binding affinity with 185,985 pairs from IEDB/IMGT. Task: Regression. Given a peptide amino acid sequence and an MHC pseudo amino acid sequence, predict their binding affinity value. This is MHC class I binding data. (1) The peptide sequence is NLFEKFFPSS. The MHC is HLA-A02:06 with pseudo-sequence HLA-A02:06. The binding affinity (normalized) is 0.692. (2) The peptide sequence is AQNAISTTF. The MHC is HLA-B08:03 with pseudo-sequence HLA-B08:03. The binding affinity (normalized) is 0.0847. (3) The peptide sequence is RPWMLDKYF. The MHC is HLA-A02:01 with pseudo-sequence HLA-A02:01. The binding affinity (normalized) is 0.0847. (4) The MHC is HLA-A31:01 with pseudo-sequence HLA-A31:01. The peptide sequence is WVLAYMLFTK. The binding affinity (normalized) is 0.340. (5) The binding affinity (normalized) is 0.959. The peptide sequence is KVKKKYAIG. The MHC is HLA-A30:01 with pseudo-sequence HLA-A30:01.